From a dataset of Full USPTO retrosynthesis dataset with 1.9M reactions from patents (1976-2016). Predict the reactants needed to synthesize the given product. Given the product [Cl:1][C:2]1[CH:3]=[CH:4][C:5]([C:8]2[N:9]=[CH:10][C:11]([CH2:21][OH:22])=[N:12][C:13]=2[C:14]2[CH:19]=[CH:18][C:17]([Cl:20])=[CH:16][CH:15]=2)=[CH:6][CH:7]=1, predict the reactants needed to synthesize it. The reactants are: [Cl:1][C:2]1[CH:7]=[CH:6][C:5]([C:8]2[N:9]=[CH:10][C:11]([C:21](O)=[O:22])=[N:12][C:13]=2[C:14]2[CH:19]=[CH:18][C:17]([Cl:20])=[CH:16][CH:15]=2)=[CH:4][CH:3]=1.C(OC(Cl)=O)C.CCN(C(C)C)C(C)C.[BH4-].[Na+].